From a dataset of Catalyst prediction with 721,799 reactions and 888 catalyst types from USPTO. Predict which catalyst facilitates the given reaction. (1) Reactant: [Cl:1][C:2]1[C:7]([C:8]2[S:9][C:10]3[CH:16]=[CH:15][CH:14]=[CH:13][C:11]=3[N:12]=2)=[C:6](Cl)[N:5]=[C:4]([CH:18]2[CH2:23][CH2:22][O:21][CH2:20][CH2:19]2)[N:3]=1.[NH2:24][C@@H:25]1[CH2:30][CH2:29][CH2:28][N:27]([C:31]([O:33][C:34]([CH3:37])([CH3:36])[CH3:35])=[O:32])[CH2:26]1.C(N(CC)C(C)C)(C)C. Product: [S:9]1[C:10]2[CH:16]=[CH:15][CH:14]=[CH:13][C:11]=2[N:12]=[C:8]1[C:7]1[C:6]([NH:24][C@@H:25]2[CH2:30][CH2:29][CH2:28][N:27]([C:31]([O:33][C:34]([CH3:37])([CH3:36])[CH3:35])=[O:32])[CH2:26]2)=[N:5][C:4]([CH:18]2[CH2:23][CH2:22][O:21][CH2:20][CH2:19]2)=[N:3][C:2]=1[Cl:1]. The catalyst class is: 8. (2) Reactant: [CH:1]1[C:10]2[N:9]3[CH2:11][CH2:12][CH2:13][CH2:14][CH2:15][CH:8]3[CH2:7][NH:6][C:5]=2[CH:4]=[CH:3][CH:2]=1.[H-].[Na+].Cl[CH2:19][C:20]([NH2:22])=[O:21].C(N(C(C)C)C(C)C)C.BrCC(N)=O.C(=O)(O)[O-].[Na+]. Product: [CH:1]1[C:10]2[N:9]3[CH2:11][CH2:12][CH2:13][CH2:14][CH2:15][CH:8]3[CH2:7][N:6]([CH2:19][C:20]([NH2:22])=[O:21])[C:5]=2[CH:4]=[CH:3][CH:2]=1. The catalyst class is: 9. (3) Reactant: [CH2:1]([O:8][C:9]([N:11]1[CH2:16][CH2:15][CH:14]([CH:17]=[CH:18][C:19](=[O:26])[C:20]2[CH:25]=[CH:24][CH:23]=[CH:22][CH:21]=2)[CH2:13][CH2:12]1)=[O:10])[C:2]1[CH:7]=[CH:6][CH:5]=[CH:4][CH:3]=1. Product: [CH2:1]([O:8][C:9]([N:11]1[CH2:16][CH2:15][CH:14]([CH2:17][CH2:18][C:19](=[O:26])[C:20]2[CH:25]=[CH:24][CH:23]=[CH:22][CH:21]=2)[CH2:13][CH2:12]1)=[O:10])[C:2]1[CH:3]=[CH:4][CH:5]=[CH:6][CH:7]=1. The catalyst class is: 29. (4) Reactant: [N:1]1[CH:6]=[CH:5][CH:4]=[CH:3][C:2]=1[C:7]1[CH:12]=[CH:11][C:10]([S:13]([N:16]2[CH2:21][CH2:20][CH:19]([C:22]([O:24]C)=[O:23])[CH2:18][CH2:17]2)(=[O:15])=[O:14])=[CH:9][CH:8]=1. Product: [N:1]1[CH:6]=[CH:5][CH:4]=[CH:3][C:2]=1[C:7]1[CH:8]=[CH:9][C:10]([S:13]([N:16]2[CH2:21][CH2:20][CH:19]([C:22]([OH:24])=[O:23])[CH2:18][CH2:17]2)(=[O:15])=[O:14])=[CH:11][CH:12]=1. The catalyst class is: 33. (5) Reactant: [Cl:1][C:2]1[CH:7]=[CH:6][C:5]([C:8](=[O:33])[CH2:9][S:10]([NH:13][C@H:14]2[CH2:18][CH2:17][N:16]([C@H:19]([C:24]([N:26]3[CH2:31][CH2:30][O:29][CH2:28][CH2:27]3)=[O:25])[C@@H:20]([CH3:23])[CH2:21][CH3:22])[C:15]2=[O:32])(=[O:12])=[O:11])=[CH:4][CH:3]=1.[BH4-].[Na+].O. Product: [Cl:1][C:2]1[CH:3]=[CH:4][C:5]([CH:8]([OH:33])[CH2:9][S:10]([NH:13][C@H:14]2[CH2:18][CH2:17][N:16]([C@H:19]([C:24]([N:26]3[CH2:27][CH2:28][O:29][CH2:30][CH2:31]3)=[O:25])[C@@H:20]([CH3:23])[CH2:21][CH3:22])[C:15]2=[O:32])(=[O:12])=[O:11])=[CH:6][CH:7]=1. The catalyst class is: 8. (6) Reactant: [CH3:1][C:2]1([OH:17])[C:6]2([CH2:11][CH:10]([CH3:12])[CH2:9][C:8]([CH3:14])([CH3:13])[CH2:7]2)[CH:5]([CH3:15])[CH2:4][CH:3]1[OH:16].CC1(C)CC(C)CC2(C(C)CC(=O)C32OC3)C1.[H-].[Al+3].[Li+].[H-].[H-].[H-].CC(OI1(OC(C)=O)(OC(C)=O)OC(=O)C2C=CC=CC1=2)=O.[O-]S([O-])(=S)=O.[Na+].[Na+].C([O-])(O)=O.[Na+]. Product: [OH:17][C:2]1([CH3:1])[C:6]2([CH2:11][CH:10]([CH3:12])[CH2:9][C:8]([CH3:14])([CH3:13])[CH2:7]2)[CH:5]([CH3:15])[CH2:4][C:3]1=[O:16]. The catalyst class is: 34. (7) Reactant: [CH3:1][O:2][C:3]([C:5]1[NH:9][C:8]2[C:10]([Br:14])=[C:11]([CH3:13])[S:12][C:7]=2[CH:6]=1)=[O:4].[F:15][C:16]([F:26])([F:25])[C:17]1[CH:24]=[CH:23][C:20]([CH2:21]Br)=[CH:19][CH:18]=1.C([O-])([O-])=O.[Cs+].[Cs+]. Product: [CH3:1][O:2][C:3]([C:5]1[N:9]([CH2:21][C:20]2[CH:19]=[CH:18][C:17]([C:16]([F:15])([F:25])[F:26])=[CH:24][CH:23]=2)[C:8]2[C:10]([Br:14])=[C:11]([CH3:13])[S:12][C:7]=2[CH:6]=1)=[O:4]. The catalyst class is: 828. (8) Reactant: [CH3:1][C:2]1[C:7]2[C:8]([NH2:13])=[N:9][C:10]([NH2:12])=[N:11][C:6]=2[CH:5]=[CH:4][C:3]=1[CH2:14][NH:15][C:16]1[CH:21]=[C:20]([O:22][CH3:23])[C:19]([O:24][CH3:25])=[C:18]([O:26][CH3:27])[CH:17]=1.[F:28][C:29]([F:34])([F:33])[C:30]([OH:32])=[O:31]. Product: [CH3:1][C:2]1[C:7]2[C:8]([NH2:13])=[N:9][C:10]([NH2:12])=[N:11][C:6]=2[CH:5]=[CH:4][C:3]=1[CH2:14][NH:15][C:16]1[CH:21]=[C:20]([O:22][CH3:23])[C:19]([O:24][CH3:25])=[C:18]([O:26][CH3:27])[CH:17]=1.[F:28][C:29]([F:34])([F:33])[C:30]([O-:32])=[O:31]. The catalyst class is: 378.